Dataset: Catalyst prediction with 721,799 reactions and 888 catalyst types from USPTO. Task: Predict which catalyst facilitates the given reaction. (1) Reactant: [CH2:1]([O:3][C:4]([N:6]1[CH2:11][CH2:10][N:9]([CH:12]([CH2:22][OH:23])[C:13]#[C:14][C:15]2[CH:20]=[CH:19][CH:18]=[C:17]([Cl:21])[CH:16]=2)[CH2:8][CH2:7]1)=[O:5])[CH3:2].[H-].[Na+].[CH3:26]I. Product: [CH2:1]([O:3][C:4]([N:6]1[CH2:11][CH2:10][N:9]([CH:12]([CH2:22][O:23][CH3:26])[C:13]#[C:14][C:15]2[CH:20]=[CH:19][CH:18]=[C:17]([Cl:21])[CH:16]=2)[CH2:8][CH2:7]1)=[O:5])[CH3:2]. The catalyst class is: 266. (2) Reactant: [OH-].[Na+].C1COCC1.[CH3:8][O:9][C:10]1[CH:11]=[CH:12][C:13]([CH2:32][NH:33][C:34]2[CH:39]=[CH:38][C:37]([C:40]3[CH:45]=[CH:44][C:43]([C:46]([F:49])([F:48])[F:47])=[CH:42][CH:41]=3)=[CH:36][CH:35]=2)=[C:14]([C:16]2[CH:17]=[CH:18][C:19]([C:22]([NH:24][CH2:25][CH2:26][C:27]([O:29]CC)=[O:28])=[O:23])=[N:20][CH:21]=2)[CH:15]=1. Product: [CH3:8][O:9][C:10]1[CH:11]=[CH:12][C:13]([CH2:32][NH:33][C:34]2[CH:39]=[CH:38][C:37]([C:40]3[CH:41]=[CH:42][C:43]([C:46]([F:48])([F:49])[F:47])=[CH:44][CH:45]=3)=[CH:36][CH:35]=2)=[C:14]([C:16]2[CH:17]=[CH:18][C:19]([C:22]([NH:24][CH2:25][CH2:26][C:27]([OH:29])=[O:28])=[O:23])=[N:20][CH:21]=2)[CH:15]=1. The catalyst class is: 5. (3) Reactant: [CH3:1][C:2]1[CH:7]=[C:6]([C:8]([F:17])([C:13]([F:16])([F:15])[F:14])[C:9]([F:12])([F:11])[F:10])[CH:5]=[C:4]([CH3:18])[C:3]=1[NH:19][C:20](=[O:34])[C:21]1[C:26]([O:27][CH3:28])=[CH:25][CH:24]=[C:23]([N+:29]([O-])=O)[C:22]=1[O:32][CH3:33]. Product: [NH2:29][C:23]1[C:22]([O:32][CH3:33])=[C:21]([C:26]([O:27][CH3:28])=[CH:25][CH:24]=1)[C:20]([NH:19][C:3]1[C:2]([CH3:1])=[CH:7][C:6]([C:8]([F:17])([C:13]([F:14])([F:15])[F:16])[C:9]([F:12])([F:11])[F:10])=[CH:5][C:4]=1[CH3:18])=[O:34]. The catalyst class is: 29.